This data is from Full USPTO retrosynthesis dataset with 1.9M reactions from patents (1976-2016). The task is: Predict the reactants needed to synthesize the given product. (1) Given the product [CH3:8][C:5]1[C:4]([CH2:9][N:10]=[CH:11][B:21]=[O:34])=[CH:3][C:2]([C:26]([CH3:29])=[CH2:27])=[CH:7][N:6]=1, predict the reactants needed to synthesize it. The reactants are: Cl[C:2]1[CH:3]=[C:4]([CH2:9][NH:10][C:11](=O)OC(C)(C)C)[C:5]([CH3:8])=[N:6][CH:7]=1.C([B-:21](F)(F)F)(C)=C.[K+].[C:26](N)([CH3:29])(C)[CH3:27].C(Cl)Cl.[OH2:34]. (2) Given the product [OH:1][C:2]1[CH:3]=[CH:4][C:5]([C:6]([NH:8][CH2:9][CH:10]2[CH2:15][CH2:14][CH2:13][NH:12][CH2:11]2)=[O:7])=[CH:16][CH:17]=1, predict the reactants needed to synthesize it. The reactants are: [OH:1][C:2]1[CH:17]=[CH:16][C:5]([C:6]([NH:8][CH2:9][C:10]2[CH:11]=[N:12][CH:13]=[CH:14][CH:15]=2)=[O:7])=[CH:4][CH:3]=1. (3) Given the product [CH3:1][N:2]1[CH:6]=[C:7]([CH3:9])[N:5]=[C:3]1[CH3:4].[CH3:1][N:2]1[CH:9]=[C:7]([CH3:6])[N:5]=[CH:3]1, predict the reactants needed to synthesize it. The reactants are: [CH3:1][NH2:2].[CH2:3]([NH2:5])[CH3:4].[CH3:6][C:7]([CH:9]=O)=O.C(C=O)=O. (4) Given the product [F:26][CH:25]([F:27])[C:15]1[N:14]([C:4]2[N:5]=[C:6]([N:8]3[CH2:13][CH2:12][O:11][CH2:10][CH2:9]3)[N:7]=[C:2]([N:28]3[CH2:33][CH2:32][CH:31]([CH2:34][NH:35][C:36](=[O:42])[O:37][C:38]([CH3:40])([CH3:39])[CH3:41])[CH2:30][CH2:29]3)[N:3]=2)[C:18]2[CH:19]=[CH:20][CH:21]=[C:22]([O:23][CH3:24])[C:17]=2[N:16]=1, predict the reactants needed to synthesize it. The reactants are: Cl[C:2]1[N:7]=[C:6]([N:8]2[CH2:13][CH2:12][O:11][CH2:10][CH2:9]2)[N:5]=[C:4]([N:14]2[C:18]3[CH:19]=[CH:20][CH:21]=[C:22]([O:23][CH3:24])[C:17]=3[N:16]=[C:15]2[CH:25]([F:27])[F:26])[N:3]=1.[NH:28]1[CH2:33][CH2:32][CH:31]([CH2:34][NH:35][C:36](=[O:42])[O:37][C:38]([CH3:41])([CH3:40])[CH3:39])[CH2:30][CH2:29]1. (5) Given the product [CH3:29][O:27][N:26]=[CH:16][C:15]1[C:14]2[C:9](=[CH:10][CH:11]=[CH:12][CH:13]=2)[N:8]([C:18]2[CH:23]=[CH:22][C:21]([OH:24])=[CH:20][CH:19]=2)[C:7]=1[C:6]1[C:2]([CH3:1])=[N:3][O:4][C:5]=1[CH3:25], predict the reactants needed to synthesize it. The reactants are: [CH3:1][C:2]1[C:6]([C:7]2[N:8]([C:18]3[CH:23]=[CH:22][C:21]([OH:24])=[CH:20][CH:19]=3)[C:9]3[C:14]([C:15]=2[CH:16]=O)=[CH:13][CH:12]=[CH:11][CH:10]=3)=[C:5]([CH3:25])[O:4][N:3]=1.[NH2:26][OH:27].N1C=CC=C[CH:29]=1.